This data is from Human liver microsome stability data. The task is: Regression/Classification. Given a drug SMILES string, predict its absorption, distribution, metabolism, or excretion properties. Task type varies by dataset: regression for continuous measurements (e.g., permeability, clearance, half-life) or binary classification for categorical outcomes (e.g., BBB penetration, CYP inhibition). Dataset: hlm. (1) The molecule is NC1CN(c2ccccn2)CC1c1ccc(Cl)cc1Cl. The result is 0 (unstable in human liver microsomes). (2) The compound is O=C(NCc1ccc(Cl)cc1Cl)[C@@H]1CCC(=O)N1c1ccsc1. The result is 1 (stable in human liver microsomes). (3) The compound is COc1ccc2c(c1)CC(C(=O)Nc1ccc(-c3cn[nH]c3)cc1OC)CO2. The result is 1 (stable in human liver microsomes). (4) The drug is COc1ccc2c(c1)[C@]1(C[C@H]1c1ccc3c(C=Cc4ccc(CN5CCOCC5)cc4)[nH]nc3c1)C(=O)N2. The result is 0 (unstable in human liver microsomes). (5) The molecule is CCCN(CCC)CCOc1ccc2c(O)c3c(Cl)cc(OC)cc3nc2c1. The result is 1 (stable in human liver microsomes). (6) The compound is O=c1ncn(Cc2ccc(Br)cc2F)c2ccc(Oc3ncccc3C(F)(F)F)cc12. The result is 0 (unstable in human liver microsomes).